Dataset: Full USPTO retrosynthesis dataset with 1.9M reactions from patents (1976-2016). Task: Predict the reactants needed to synthesize the given product. (1) Given the product [C:1]([NH:4][C:5]1[CH:6]=[CH:7][C:8]([C:11](=[C:25]2[CH2:26][CH2:27][N:28]([CH2:31][C:62]3[CH:67]=[CH:66][N:65]=[CH:64][CH:63]=3)[CH2:29][CH2:30]2)[C:12]2[CH:24]=[CH:23][C:15]([C:16]([N:18]([CH2:19][CH3:20])[CH2:21][CH3:22])=[O:17])=[CH:14][CH:13]=2)=[CH:9][CH:10]=1)(=[O:3])[CH3:2], predict the reactants needed to synthesize it. The reactants are: [C:1]([NH:4][C:5]1[CH:10]=[CH:9][C:8]([C:11](=[C:25]2[CH2:30][CH2:29][N:28]([CH2:31]C3C=CC=CN=3)[CH2:27][CH2:26]2)[C:12]2[CH:24]=[CH:23][C:15]([C:16]([N:18]([CH2:21][CH3:22])[CH2:19][CH3:20])=[O:17])=[CH:14][CH:13]=2)=[CH:7][CH:6]=1)(=[O:3])[CH3:2].C(NC1C=CC(C(=[C:62]2[CH2:67][CH2:66][NH:65][CH2:64][CH2:63]2)C2C=CC(C(N(CC)CC)=O)=CC=2)=CC=1)(=O)C.N1C=CC(C=O)=CC=1. (2) Given the product [Cl:22][C:12]1[N:11]([CH3:15])[C:10]2[C:16]([I:18])=[CH:17][C:7]([C:6]3[C:2]([CH3:1])=[N:3][O:4][C:5]=3[CH3:19])=[CH:8][C:9]=2[N:13]=1, predict the reactants needed to synthesize it. The reactants are: [CH3:1][C:2]1[C:6]([C:7]2[CH:17]=[C:16]([I:18])[C:10]3[N:11]([CH3:15])[C:12](=O)[NH:13][C:9]=3[CH:8]=2)=[C:5]([CH3:19])[O:4][N:3]=1.O=P(Cl)(Cl)[Cl:22]. (3) Given the product [F:20][C:21]1([C:25]([C:27]2[CH:28]=[CH:29][CH:30]=[CH:31][CH:32]=2)=[O:26])[CH2:22][CH2:23][CH2:24]1, predict the reactants needed to synthesize it. The reactants are: [B-](F)(F)(F)F.[B-](F)(F)(F)F.C1[N+]2(O)CC[N+]([F:20])(CC2)C1.[CH:21]1([C:25]([C:27]2[CH:32]=[CH:31][CH:30]=[CH:29][CH:28]=2)=[O:26])[CH2:24][CH2:23][CH2:22]1. (4) Given the product [Br:20][C:18]1[CH:17]=[CH:16][N:15]=[C:14]([N:12]2[C:11]3[C@H:10]4[CH2:21][C@H:9]4[CH2:8][C:7]=3[C:6]([C:4]([OH:5])=[O:3])=[N:13]2)[CH:19]=1, predict the reactants needed to synthesize it. The reactants are: C([O:3][C:4]([C:6]1[C:7]2[CH2:8][C@@H:9]3[CH2:21][C@@H:10]3[C:11]=2[N:12]([C:14]2[CH:19]=[C:18]([Br:20])[CH:17]=[CH:16][N:15]=2)[N:13]=1)=[O:5])C.[OH-].[Na+].